This data is from Reaction yield outcomes from USPTO patents with 853,638 reactions. The task is: Predict the reaction yield, written as a fraction of the theoretical maximum amount of product (1.0 means a 100% yield; for example, 0.34 means a 34% yield). (1) The reactants are [Br:1][C:2]1[S:3][CH:4]=[CH:5][C:6]=1[C:7]([NH2:9])=[O:8].[Cl:10]N1C(=O)CCC1=O.S([O-])(O)=O.[Na+]. The catalyst is CN(C)C=O.O.C(OCC)(=O)C. The product is [Br:1][C:2]1[S:3][C:4]([Cl:10])=[CH:5][C:6]=1[C:7]([NH2:9])=[O:8]. The yield is 0.700. (2) The reactants are C(N(CC)CC)C.[CH2:8]([S:10](Cl)(=[O:12])=[O:11])[CH3:9].[CH2:14]([O:18][C:19]1[CH:20]=[C:21]([CH2:37][CH2:38][C:39]([O:41][CH3:42])=[O:40])[CH:22]=[CH:23][C:24]=1[CH2:25][CH2:26][CH2:27][C:28]1[CH:33]=[CH:32][C:31]([OH:34])=[C:30]([O:35][CH3:36])[CH:29]=1)[CH2:15][CH2:16][CH3:17].[Cl-].[Na+]. The catalyst is ClCCl. The product is [CH2:14]([O:18][C:19]1[CH:20]=[C:21]([CH2:37][CH2:38][C:39]([O:41][CH3:42])=[O:40])[CH:22]=[CH:23][C:24]=1[CH2:25][CH2:26][CH2:27][C:28]1[CH:33]=[CH:32][C:31]([O:34][S:10]([CH2:8][CH3:9])(=[O:12])=[O:11])=[C:30]([O:35][CH3:36])[CH:29]=1)[CH2:15][CH2:16][CH3:17]. The yield is 0.990. (3) The reactants are [NH2:1][C:2]1[C:19]([F:20])=[C:18]([F:21])[C:5]2[N:6]([C:10]3[CH:15]=[CH:14][C:13]([Br:16])=[CH:12][C:11]=3[F:17])[C:7](=[O:9])[NH:8][C:4]=2[C:3]=1[O:22]C.C(Cl)Cl. No catalyst specified. The product is [NH2:1][C:2]1[C:19]([F:20])=[C:18]([F:21])[C:5]2[N:6]([C:10]3[CH:15]=[CH:14][C:13]([Br:16])=[CH:12][C:11]=3[F:17])[C:7](=[O:9])[NH:8][C:4]=2[C:3]=1[OH:22]. The yield is 0.880. (4) The reactants are [NH:1](C(OC(C)(C)C)=O)[C@H:2]([C:4](O)=[O:5])[CH3:3].C1C=CC2N(O)N=NC=2C=1.C(Cl)C[Cl:26].Cl.[F:29][C:30]([F:34])([F:33])[CH2:31][NH2:32].C(N(CC)CC)C. The catalyst is CN(C=O)C.C(OC(=O)C)C. The product is [ClH:26].[NH2:1][C@@H:2]([CH3:3])[C:4]([NH:32][CH2:31][C:30]([F:34])([F:33])[F:29])=[O:5]. The yield is 0.780. (5) The reactants are [CH3:1][O:2][C:3]1[CH:4]=[C:5]([CH:9]=[C:10]([O:14][CH3:15])[C:11]=1[O:12][CH3:13])[C:6](Cl)=[O:7].[CH3:16][O:17][C:18]1[CH:23]=[CH:22][CH:21]=[C:20]([O:24]C)[C:19]=1[O:26][CH3:27].[Cl-].[Al+3].[Cl-].[Cl-].COC1C=CC(OC)=CC=1C(C1C=C(OC)C=C(OC)C=1)=O. The catalyst is C(Cl)Cl. The product is [OH:24][C:20]1[C:19]([O:26][CH3:27])=[C:18]([O:17][CH3:16])[CH:23]=[CH:22][C:21]=1[C:6]([C:5]1[CH:4]=[C:3]([O:2][CH3:1])[C:11]([O:12][CH3:13])=[C:10]([O:14][CH3:15])[CH:9]=1)=[O:7]. The yield is 0.540. (6) The reactants are [CH3:1][N:2]1[CH:6]=[C:5]([C:7]([O:9]CC)=[O:8])[N:4]=[N:3]1.[OH-].[Na+].Cl. The catalyst is CO. The product is [CH3:1][N:2]1[CH:6]=[C:5]([C:7]([OH:9])=[O:8])[N:4]=[N:3]1. The yield is 0.500.